Task: Predict the product of the given reaction.. Dataset: Forward reaction prediction with 1.9M reactions from USPTO patents (1976-2016) Given the reactants [F:1][C:2]1[CH:15]=[C:14]([F:16])[CH:13]=[CH:12][C:3]=1[O:4][C:5]1[CH:10]=[CH:9][C:8]([NH2:11])=[CH:7][CH:6]=1.[C:17]([C:20]1[CH:21]=[N:22][CH:23]=[CH:24][CH:25]=1)(=O)[CH3:18].C(O)(=O)C.C(O[BH-](OC(=O)C)OC(=O)C)(=O)C.[Na+], predict the reaction product. The product is: [F:1][C:2]1[CH:15]=[C:14]([F:16])[CH:13]=[CH:12][C:3]=1[O:4][C:5]1[CH:6]=[CH:7][C:8]([NH:11][CH:17]([C:20]2[CH:21]=[N:22][CH:23]=[CH:24][CH:25]=2)[CH3:18])=[CH:9][CH:10]=1.